From a dataset of Catalyst prediction with 721,799 reactions and 888 catalyst types from USPTO. Predict which catalyst facilitates the given reaction. (1) Reactant: [CH3:1][C:2]1[CH:3]=[C:4]([N:9]([CH2:23][CH2:24][C:25]2[CH:30]=[CH:29][C:28]([C:31]([F:34])([F:33])[F:32])=[CH:27][N:26]=2)[C:10]([C@@H:12]([O:19]C(=O)C)[C:13]2[CH:18]=[CH:17][CH:16]=[CH:15][CH:14]=2)=[O:11])[CH:5]=[CH:6][C:7]=1[CH3:8].O.[OH-].[Li+]. Product: [CH3:1][C:2]1[CH:3]=[C:4]([N:9]([CH2:23][CH2:24][C:25]2[CH:30]=[CH:29][C:28]([C:31]([F:33])([F:34])[F:32])=[CH:27][N:26]=2)[C:10](=[O:11])[C@@H:12]([OH:19])[C:13]2[CH:18]=[CH:17][CH:16]=[CH:15][CH:14]=2)[CH:5]=[CH:6][C:7]=1[CH3:8]. The catalyst class is: 30. (2) Reactant: [Cl:1][C:2]1[CH:9]=[CH:8][C:5]([CH2:6][OH:7])=[CH:4][C:3]=1[C:10]([F:13])([F:12])[F:11].[H-].[Na+].[CH3:16][O:17][C:18]1[CH:25]=[CH:24][C:21]([CH2:22]Cl)=[CH:20][CH:19]=1.[NH4+].[Cl-]. Product: [Cl:1][C:2]1[CH:9]=[CH:8][C:5]([CH2:6][O:7][CH2:22][C:21]2[CH:24]=[CH:25][C:18]([O:17][CH3:16])=[CH:19][CH:20]=2)=[CH:4][C:3]=1[C:10]([F:11])([F:12])[F:13]. The catalyst class is: 3. (3) Reactant: [CH3:1][C:2]1[CH:3]=[C:4]([C:25]2[CH:26]=[C:27]([CH:37]=[CH:38][CH:39]=2)[CH2:28][NH:29]C(=O)OC(C)(C)C)[C:5]2[N:6]([N:8]=[C:9]([NH:11][CH:12]3[CH2:17][CH2:16][N:15]([C:18]4[CH:23]=[C:22]([CH3:24])[N:21]=[CH:20][N:19]=4)[CH2:14][CH2:13]3)[N:10]=2)[CH:7]=1.[ClH:40]. Product: [ClH:40].[ClH:40].[NH2:29][CH2:28][C:27]1[CH:26]=[C:25]([C:4]2[C:5]3[N:6]([N:8]=[C:9]([NH:11][CH:12]4[CH2:13][CH2:14][N:15]([C:18]5[CH:23]=[C:22]([CH3:24])[N:21]=[CH:20][N:19]=5)[CH2:16][CH2:17]4)[N:10]=3)[CH:7]=[C:2]([CH3:1])[CH:3]=2)[CH:39]=[CH:38][CH:37]=1. The catalyst class is: 158. (4) Reactant: [CH2:1]([S:3]([C:6]1[CH:33]=[CH:32][C:9]([O:10][C:11]2[C:12]([CH:26]([OH:31])[C:27](OC)=[O:28])=[CH:13][C:14]3[N:18]=[C:17]([C:19]4[CH:24]=[CH:23][CH:22]=[CH:21][N:20]=4)[NH:16][C:15]=3[CH:25]=2)=[CH:8][CH:7]=1)(=[O:5])=[O:4])[CH3:2].[H-].[Al+3].[Li+].[H-].[H-].[H-]. Product: [CH2:1]([S:3]([C:6]1[CH:33]=[CH:32][C:9]([O:10][C:11]2[C:12]([CH:26]([OH:31])[CH2:27][OH:28])=[CH:13][C:14]3[N:18]=[C:17]([C:19]4[CH:24]=[CH:23][CH:22]=[CH:21][N:20]=4)[NH:16][C:15]=3[CH:25]=2)=[CH:8][CH:7]=1)(=[O:4])=[O:5])[CH3:2]. The catalyst class is: 7. (5) Reactant: [CH3:1][C@H:2]1[CH2:6][CH2:5][CH2:4][N:3]1[C:7]1[C:8]([C:21]2[CH:26]=[CH:25][CH:24]=[CH:23][CH:22]=2)=[N:9][C:10]2[C:15]([N:16]=1)=[CH:14][C:13]([C:17]([O:19]C)=[O:18])=[CH:12][CH:11]=2.[OH-].[Na+]. Product: [CH3:1][C@H:2]1[CH2:6][CH2:5][CH2:4][N:3]1[C:7]1[C:8]([C:21]2[CH:26]=[CH:25][CH:24]=[CH:23][CH:22]=2)=[N:9][C:10]2[C:15]([N:16]=1)=[CH:14][C:13]([C:17]([OH:19])=[O:18])=[CH:12][CH:11]=2. The catalyst class is: 24. (6) Reactant: [F:1][C:2]1[C:11]2[C:6](=[CH:7][CH:8]=[CH:9][CH:10]=2)[C:5]([C:12]([OH:14])=O)=[CH:4][CH:3]=1.Cl.C(N=C=NCCCN(C)C)C.O.ON1C2C=CC=CC=2N=N1.[NH2:38][CH:39]([CH2:49][C:50]1[CH:51]=[CH:52][C:53]2[O:57][CH2:56][C:55]([CH3:59])([CH3:58])[C:54]=2[CH:60]=1)[CH:40]([C:42]1[CH:47]=[CH:46][CH:45]=[C:44]([Cl:48])[CH:43]=1)[OH:41]. Product: [Cl:48][C:44]1[CH:43]=[C:42]([CH:40]([OH:41])[CH:39]([NH:38][C:12]([C:5]2[C:6]3[C:11](=[CH:10][CH:9]=[CH:8][CH:7]=3)[C:2]([F:1])=[CH:3][CH:4]=2)=[O:14])[CH2:49][C:50]2[CH:51]=[CH:52][C:53]3[O:57][CH2:56][C:55]([CH3:59])([CH3:58])[C:54]=3[CH:60]=2)[CH:47]=[CH:46][CH:45]=1. The catalyst class is: 42. (7) Reactant: [F:1][C:2]1[C:7]([F:8])=[CH:6][CH:5]=[CH:4][C:3]=1[C@H:9]([NH2:11])[CH3:10].[CH:12]([C:14]1([C:17]([O:19][CH3:20])=[O:18])[CH2:16][CH2:15]1)=O.[BH-](OC(C)=O)(OC(C)=O)OC(C)=O.[Na+].CC(O)C. Product: [F:1][C:2]1[C:7]([F:8])=[CH:6][CH:5]=[CH:4][C:3]=1[C@H:9]([NH:11][CH2:12][C:14]1([C:17]([O:19][CH3:20])=[O:18])[CH2:16][CH2:15]1)[CH3:10]. The catalyst class is: 2.